This data is from Catalyst prediction with 721,799 reactions and 888 catalyst types from USPTO. The task is: Predict which catalyst facilitates the given reaction. (1) Reactant: [N+:1]([C:4]1[CH:22]=[CH:21][C:7]([O:8][C:9]2[CH:14]=[CH:13][N:12]=[CH:11][C:10]=2[C:15]2[CH:20]=[CH:19][CH:18]=[CH:17][CH:16]=2)=[CH:6][CH:5]=1)([O-])=O.[Cl-].[NH4+].C(O)C.CN(C)C=O. Product: [C:15]1([C:10]2[CH:11]=[N:12][CH:13]=[CH:14][C:9]=2[O:8][C:7]2[CH:6]=[CH:5][C:4]([NH2:1])=[CH:22][CH:21]=2)[CH:16]=[CH:17][CH:18]=[CH:19][CH:20]=1. The catalyst class is: 150. (2) Reactant: C(N(CC)CC)C.[CH2:8]([C:16]1[CH:21]=[CH:20][C:19]([CH2:22][CH2:23][OH:24])=[CH:18][CH:17]=1)[CH2:9][CH2:10][CH2:11][CH2:12][CH2:13][CH2:14][CH3:15].[CH3:25][S:26](Cl)(=[O:28])=[O:27]. Product: [CH2:8]([C:16]1[CH:17]=[CH:18][C:19]([CH2:22][CH2:23][O:24][S:26]([CH3:25])(=[O:28])=[O:27])=[CH:20][CH:21]=1)[CH2:9][CH2:10][CH2:11][CH2:12][CH2:13][CH2:14][CH3:15]. The catalyst class is: 4. (3) Reactant: [C:1]1([C@@H:7]2[CH2:9][C@H:8]2[C:10]([N:12]2[CH2:17][CH2:16][CH:15]([CH2:18][NH2:19])[CH2:14][CH2:13]2)=[O:11])[CH:6]=[CH:5][CH:4]=[CH:3][CH:2]=1.Cl[C:21]1[N:26]=[CH:25][C:24]([CH2:27][CH3:28])=[CH:23][N:22]=1.C(=O)([O-])[O-].[Cs+].[Cs+]. Product: [CH2:27]([C:24]1[CH:23]=[N:22][C:21]([NH:19][CH2:18][CH:15]2[CH2:14][CH2:13][N:12]([C:10]([C@@H:8]3[CH2:9][C@H:7]3[C:1]3[CH:2]=[CH:3][CH:4]=[CH:5][CH:6]=3)=[O:11])[CH2:17][CH2:16]2)=[N:26][CH:25]=1)[CH3:28]. The catalyst class is: 39. (4) Reactant: [CH3:1][O:2][C:3]1[C:11]2[N:10]=[CH:9][N:8]([CH:12]3[CH2:17][CH2:16][CH2:15][CH2:14][O:13]3)[C:7]=2[CH:6]=[CH:5][C:4]=1[CH:18]=[N:19]O.N. Product: [CH3:1][O:2][C:3]1[C:11]2[N:10]=[CH:9][N:8]([CH:12]3[CH2:17][CH2:16][CH2:15][CH2:14][O:13]3)[C:7]=2[CH:6]=[CH:5][C:4]=1[CH2:18][NH2:19]. The catalyst class is: 94. (5) Reactant: [C:1]([N:20]1[CH:24]=[C:23]([CH:25]=[O:26])[N:22]=[CH:21]1)([C:14]1[CH:19]=[CH:18][CH:17]=[CH:16][CH:15]=1)([C:8]1[CH:13]=[CH:12][CH:11]=[CH:10][CH:9]=1)[C:2]1[CH:7]=[CH:6][CH:5]=[CH:4][CH:3]=1.[CH2:27]([Mg]Br)[CH3:28].O1CCCC1.[Cl-].[NH4+]. Product: [C:1]([N:20]1[CH:24]=[C:23]([CH:25]([OH:26])[CH2:27][CH3:28])[N:22]=[CH:21]1)([C:14]1[CH:15]=[CH:16][CH:17]=[CH:18][CH:19]=1)([C:8]1[CH:9]=[CH:10][CH:11]=[CH:12][CH:13]=1)[C:2]1[CH:7]=[CH:6][CH:5]=[CH:4][CH:3]=1. The catalyst class is: 7. (6) Reactant: [CH3:1][C:2]1[CH:7]=[C:6]([OH:8])[C:5]([CH3:9])=[CH:4][C:3]=1[C:10](=[O:12])[CH3:11].CI.[C:15](=O)([O-])[O-].[K+].[K+]. Product: [CH3:15][O:8][C:6]1[C:5]([CH3:9])=[CH:4][C:3]([C:10](=[O:12])[CH3:11])=[C:2]([CH3:1])[CH:7]=1. The catalyst class is: 21.